From a dataset of Forward reaction prediction with 1.9M reactions from USPTO patents (1976-2016). Predict the product of the given reaction. (1) Given the reactants F[C:2]1[CH:7]=[CH:6][CH:5]=[CH:4][C:3]=1[N+:8]([O-:10])=[O:9].[N:11]1([CH2:17][CH2:18][NH2:19])[CH2:16][CH2:15][O:14][CH2:13][CH2:12]1.C(N(C(C)C)CC)(C)C, predict the reaction product. The product is: [N:11]1([CH2:17][CH2:18][NH:19][C:6]2[CH:5]=[CH:4][C:3]([N+:8]([O-:10])=[O:9])=[CH:2][CH:7]=2)[CH2:16][CH2:15][O:14][CH2:13][CH2:12]1. (2) Given the reactants C([O:8][C:9]1[C:10]([Cl:27])=[CH:11][C:12]([S:19]([CH:22]2[CH2:26][CH2:25][CH2:24][CH2:23]2)(=[O:21])=[O:20])=[C:13]2[C:18]=1[N:17]=[CH:16][CH:15]=[CH:14]2)C1C=CC=CC=1.Cl, predict the reaction product. The product is: [Cl:27][C:10]1[C:9]([OH:8])=[C:18]2[C:13]([CH:14]=[CH:15][CH:16]=[N:17]2)=[C:12]([S:19]([CH:22]2[CH2:26][CH2:25][CH2:24][CH2:23]2)(=[O:20])=[O:21])[CH:11]=1. (3) Given the reactants C([Li])CCC.Br[C:7]1[CH:12]=[CH:11][C:10]([O:13][CH2:14][O:15][CH2:16][CH2:17][O:18][CH3:19])=[C:9]([C:20]([F:23])([F:22])[F:21])[CH:8]=1.[B:24](OC(C)C)([O:29]C(C)C)[O:25]C(C)C.O, predict the reaction product. The product is: [CH3:19][O:18][CH2:17][CH2:16][O:15][CH2:14][O:13][C:10]1[CH:11]=[CH:12][C:7]([B:24]([OH:29])[OH:25])=[CH:8][C:9]=1[C:20]([F:23])([F:22])[F:21]. (4) Given the reactants [NH2:1]O.[F:3][C:4]([F:19])([C:15]([F:18])([F:17])[F:16])[CH2:5][CH2:6][C:7]([C:9]1[CH:14]=[CH:13][CH:12]=[CH:11][N:10]=1)=O.[OH-].[Na+], predict the reaction product. The product is: [F:3][C:4]([F:19])([C:15]([F:18])([F:17])[F:16])[CH2:5][CH2:6][CH:7]([C:9]1[CH:14]=[CH:13][CH:12]=[CH:11][N:10]=1)[NH2:1].